Dataset: M1 muscarinic receptor agonist screen with 61,833 compounds. Task: Binary Classification. Given a drug SMILES string, predict its activity (active/inactive) in a high-throughput screening assay against a specified biological target. The compound is S(c1nc(nc2n(CC(C)C)c(=O)n(c(=O)c12)C)C)CC(=O)c1c2c([nH]c1C)cccc2. The result is 0 (inactive).